This data is from Full USPTO retrosynthesis dataset with 1.9M reactions from patents (1976-2016). The task is: Predict the reactants needed to synthesize the given product. (1) The reactants are: [Cl:1][C:2]1[CH:7]=[CH:6][C:5]([CH2:8][C:9]2[C:18]3[C:13](=[CH:14][CH:15]=[CH:16][CH:17]=3)[C:12](=[O:19])[N:11]([CH:20]3[CH2:26][CH2:25][CH2:24][N:23](C(OC(C)(C)C)=O)[CH2:22][CH2:21]3)[N:10]=2)=[CH:4][CH:3]=1.Cl. Given the product [Cl:1][C:2]1[CH:7]=[CH:6][C:5]([CH2:8][C:9]2[C:18]3[C:13](=[CH:14][CH:15]=[CH:16][CH:17]=3)[C:12](=[O:19])[N:11]([CH:20]3[CH2:26][CH2:25][CH2:24][NH:23][CH2:22][CH2:21]3)[N:10]=2)=[CH:4][CH:3]=1, predict the reactants needed to synthesize it. (2) Given the product [NH2:1][C:6]1[N:11]=[C:10]([O:12][C:13]2[CH:18]=[CH:17][C:16]([F:19])=[C:15]([F:20])[CH:14]=2)[C:9]([C:21]2[CH:26]=[CH:25][C:24]([Cl:27])=[CH:23][CH:22]=2)=[C:8]([C:28]2[CH:33]=[CH:32][C:31]([Cl:34])=[CH:30][C:29]=2[Cl:35])[N:7]=1, predict the reactants needed to synthesize it. The reactants are: [NH3:1].CS([C:6]1[N:11]=[C:10]([O:12][C:13]2[CH:18]=[CH:17][C:16]([F:19])=[C:15]([F:20])[CH:14]=2)[C:9]([C:21]2[CH:26]=[CH:25][C:24]([Cl:27])=[CH:23][CH:22]=2)=[C:8]([C:28]2[CH:33]=[CH:32][C:31]([Cl:34])=[CH:30][C:29]=2[Cl:35])[N:7]=1)(=O)=O.